From a dataset of Forward reaction prediction with 1.9M reactions from USPTO patents (1976-2016). Predict the product of the given reaction. (1) Given the reactants Br[C:2]1[CH:7]=[CH:6][C:5]([C:8]2[N:12]([CH2:13][C@@H:14]3[CH2:18][CH2:17][N:16]([C:19]([CH:21]4[CH2:23][CH2:22]4)=[O:20])[CH2:15]3)[C:11]3[C:24]([C:28]#[N:29])=[CH:25][CH:26]=[CH:27][C:10]=3[N:9]=2)=[CH:4][CH:3]=1.CC1(C)C(C)(C)OB([C:38]2[CH:39]=[CH:40][C:41]3[O:45][CH:44]=[CH:43][C:42]=3[CH:46]=2)O1.C(=O)([O-])[O-].[K+].[K+], predict the reaction product. The product is: [O:45]1[C:41]2[CH:40]=[CH:39][C:38]([C:2]3[CH:7]=[CH:6][C:5]([C:8]4[N:12]([CH2:13][C@@H:14]5[CH2:18][CH2:17][N:16]([C:19]([CH:21]6[CH2:23][CH2:22]6)=[O:20])[CH2:15]5)[C:11]5[C:24]([C:28]#[N:29])=[CH:25][CH:26]=[CH:27][C:10]=5[N:9]=4)=[CH:4][CH:3]=3)=[CH:46][C:42]=2[CH:43]=[CH:44]1. (2) The product is: [Cl:1][C:2]([Cl:17])([C:13]([F:14])([F:16])[F:15])[CH2:3][C@@H:4]1[C@H:6]([C:7]([O:9][CH3:10])=[O:8])[C:5]1([CH3:12])[CH3:11]. Given the reactants [Cl:1][C:2]([Cl:17])([C:13]([F:16])([F:15])[F:14])[CH2:3][CH:4]1[CH:6]([C:7]([O:9][CH3:10])=[O:8])[C:5]1([CH3:12])[CH3:11], predict the reaction product. (3) Given the reactants [CH2:1]([O:3][C:4]([C:6]1[C:7](=[O:29])[NH:8][C:9]2[C:14]([C:15]=1[N:16]1[CH2:21][CH2:20][N:19]([C:22]([C:24]3[S:25][CH:26]=[CH:27][CH:28]=3)=[O:23])[CH2:18][CH2:17]1)=[CH:13][N:12]=[CH:11][CH:10]=2)=[O:5])[CH3:2].Br[CH2:31][C:32]([C:34]1[CH:39]=[CH:38][CH:37]=[CH:36][CH:35]=1)=[O:33], predict the reaction product. The product is: [CH2:1]([O:3][C:4]([C:6]1[C:7](=[O:29])[N:8]([CH2:31][C:32](=[O:33])[C:34]2[CH:39]=[CH:38][CH:37]=[CH:36][CH:35]=2)[C:9]2[C:14]([C:15]=1[N:16]1[CH2:21][CH2:20][N:19]([C:22]([C:24]3[S:25][CH:26]=[CH:27][CH:28]=3)=[O:23])[CH2:18][CH2:17]1)=[CH:13][N:12]=[CH:11][CH:10]=2)=[O:5])[CH3:2]. (4) The product is: [CH:26]1([CH2:25][N:21]2[CH2:22][CH2:23][C@H:19]([O:18][C:14]3[CH:15]=[C:16]4[C:11](=[CH:12][CH:13]=3)[NH:10][C:9]([C:7]([N:1]3[CH2:2][CH2:3][O:4][CH2:5][CH2:6]3)=[O:8])=[CH:17]4)[CH2:20]2)[CH2:28][CH2:27]1. Given the reactants [N:1]1([C:7]([C:9]2[NH:10][C:11]3[C:16]([CH:17]=2)=[CH:15][C:14]([O:18][C@H:19]2[CH2:23][CH2:22][NH:21][CH2:20]2)=[CH:13][CH:12]=3)=[O:8])[CH2:6][CH2:5][O:4][CH2:3][CH2:2]1.Br[CH2:25][CH:26]1[CH2:28][CH2:27]1, predict the reaction product. (5) Given the reactants [O:1]1[C:5]2[CH:6]=[CH:7][CH:8]=[CH:9][C:4]=2[N:3]=[C:2]1[C:10]1[CH:11]=[C:12]([NH2:16])[CH:13]=[CH:14][CH:15]=1.[C:17]([O:21][C:22]([N:24]1[CH2:29][CH2:28][C:27]([NH:33][C:34]([O:36][C:37]([CH3:40])([CH3:39])[CH3:38])=[O:35])([C:30](O)=[O:31])[CH2:26][CH2:25]1)=[O:23])([CH3:20])([CH3:19])[CH3:18].CN(C(ON1N=NC2C=CC=NC1=2)=[N+](C)C)C.F[P-](F)(F)(F)(F)F.CCN(C(C)C)C(C)C, predict the reaction product. The product is: [C:17]([O:21][C:22]([N:24]1[CH2:29][CH2:28][C:27]([NH:33][C:34]([O:36][C:37]([CH3:40])([CH3:39])[CH3:38])=[O:35])([C:30](=[O:31])[NH:16][C:12]2[CH:13]=[CH:14][CH:15]=[C:10]([C:2]3[O:1][C:5]4[CH:6]=[CH:7][CH:8]=[CH:9][C:4]=4[N:3]=3)[CH:11]=2)[CH2:26][CH2:25]1)=[O:23])([CH3:20])([CH3:19])[CH3:18]. (6) Given the reactants [C:1]([O:5][C:6]([NH:8][CH:9]1[CH2:14][CH2:13][CH2:12][NH:11][CH2:10]1)=[O:7])([CH3:4])([CH3:3])[CH3:2].C(=O)([O-])[O-].[K+].[K+].F[C:22]1[CH:31]=[CH:30][CH:29]=[CH:28][C:23]=1[C:24]([O:26][CH3:27])=[O:25], predict the reaction product. The product is: [C:1]([O:5][C:6]([NH:8][CH:9]1[CH2:14][CH2:13][CH2:12][N:11]([C:22]2[CH:31]=[CH:30][CH:29]=[CH:28][C:23]=2[C:24]([O:26][CH3:27])=[O:25])[CH2:10]1)=[O:7])([CH3:4])([CH3:2])[CH3:3]. (7) Given the reactants [Br:1][C:2]1[CH:18]=[CH:17][C:5]([O:6][CH2:7][CH2:8][CH2:9][CH2:10][CH2:11][C:12]([O:14]CC)=[O:13])=[C:4]([CH2:19][N:20]([CH:34]([CH3:36])[CH3:35])[C:21](=[O:33])[C:22]2[CH:27]=[CH:26][C:25]([C:28]3[O:29][CH:30]=[CH:31][CH:32]=3)=[CH:24][CH:23]=2)[CH:3]=1.O.[OH-].[Li+].Cl, predict the reaction product. The product is: [Br:1][C:2]1[CH:18]=[CH:17][C:5]([O:6][CH2:7][CH2:8][CH2:9][CH2:10][CH2:11][C:12]([OH:14])=[O:13])=[C:4]([CH2:19][N:20]([CH:34]([CH3:36])[CH3:35])[C:21](=[O:33])[C:22]2[CH:23]=[CH:24][C:25]([C:28]3[O:29][CH:30]=[CH:31][CH:32]=3)=[CH:26][CH:27]=2)[CH:3]=1.